Dataset: Catalyst prediction with 721,799 reactions and 888 catalyst types from USPTO. Task: Predict which catalyst facilitates the given reaction. (1) The catalyst class is: 22. Reactant: [N:1]1[CH:6]=[CH:5][C:4]([CH:7]=O)=[CH:3][N:2]=1.Cl.[NH2:10][CH2:11][CH2:12][CH2:13][C:14]([O:16][CH2:17][CH3:18])=[O:15].C(N(CC)CC)C.[O-]S([O-])(=O)=O.[Mg+2]. Product: [N:1]1[CH:6]=[CH:5][C:4]([CH:7]=[N:10][CH2:11][CH2:12][CH2:13][C:14]([O:16][CH2:17][CH3:18])=[O:15])=[CH:3][N:2]=1. (2) Reactant: [CH3:1][N:2]1[C:6]([CH:7]=[CH:8][C:9]2[CH:14]=[CH:13][CH:12]=[CH:11][CH:10]=2)=[CH:5][CH:4]=[N:3]1. Product: [CH3:1][N:2]1[C:6]([CH2:7][CH2:8][C:9]2[CH:14]=[CH:13][CH:12]=[CH:11][CH:10]=2)=[CH:5][CH:4]=[N:3]1. The catalyst class is: 349. (3) Reactant: [Cl:1][C:2]1[CH:3]=[CH:4][C:5]([O:15][CH2:16][C:17]2[C:22]([F:23])=[CH:21][CH:20]=[CH:19][C:18]=2[F:24])=[C:6]([C:8](=O)[CH2:9][CH2:10][C:11](=O)[CH3:12])[CH:7]=1.[CH3:25][O:26][C:27](=[O:36])[C:28]1[CH:33]=[C:32]([NH2:34])[CH:31]=[C:30]([NH2:35])[CH:29]=1.CC1C=CC(S(O)(=O)=O)=CC=1. Product: [CH3:25][O:26][C:27](=[O:36])[C:28]1[CH:29]=[C:30]([NH2:35])[CH:31]=[C:32]([N:34]2[C:11]([CH3:12])=[CH:10][CH:9]=[C:8]2[C:6]2[CH:7]=[C:2]([Cl:1])[CH:3]=[CH:4][C:5]=2[O:15][CH2:16][C:17]2[C:22]([F:23])=[CH:21][CH:20]=[CH:19][C:18]=2[F:24])[CH:33]=1. The catalyst class is: 291. (4) Reactant: C(C([CH2:7][CH2:8][NH:9][C:10]1[CH:32]=[N:31][C:13]2[N:14](COCC[Si](C)(C)C)[C:15]3[CH:20]=[N:19][C:18]([C:21]#[N:22])=[CH:17][C:16]=3[C:12]=2[CH:11]=1)=O)(C)(C)C.Br.[OH-].[Na+].Cl. Product: [CH2:8]([NH:9][C:10]1[CH:32]=[N:31][C:13]2[NH:14][C:15]3[CH:20]=[N:19][C:18]([C:21]#[N:22])=[CH:17][C:16]=3[C:12]=2[CH:11]=1)[CH3:7]. The catalyst class is: 12. (5) Reactant: [C:1]([O:5][C:6]([C:8]1[C:9]([C:28](O)=[O:29])=[N:10][C:11]([C:21]2[CH:26]=[CH:25][C:24]([Cl:27])=[CH:23][CH:22]=2)=[C:12]([C:14]2[CH:19]=[CH:18][C:17]([CH3:20])=[CH:16][CH:15]=2)[N:13]=1)=[O:7])([CH3:4])([CH3:3])[CH3:2].[NH2:31][N:32]1[CH2:37][CH2:36][CH2:35][CH2:34][CH2:33]1.C(N(CC)CC)C.F[P-](F)(F)(F)(F)F.N1(O[P+](N2CCCC2)(N2CCCC2)N2CCCC2)C2C=CC=CC=2N=N1. Product: [Cl:27][C:24]1[CH:23]=[CH:22][C:21]([C:11]2[N:10]=[C:9]([C:28]([NH:31][N:32]3[CH2:37][CH2:36][CH2:35][CH2:34][CH2:33]3)=[O:29])[C:8]([C:6]([O:5][C:1]([CH3:2])([CH3:4])[CH3:3])=[O:7])=[N:13][C:12]=2[C:14]2[CH:19]=[CH:18][C:17]([CH3:20])=[CH:16][CH:15]=2)=[CH:26][CH:25]=1. The catalyst class is: 4. (6) Reactant: C[O:2][C:3]([C@@H:5]1[CH2:12][CH2:11][CH2:10][CH2:9][CH2:8][CH2:7][C@@H:6]1[N:13]([CH2:34][C:35]1[CH:40]=[CH:39][C:38]([F:41])=[CH:37][CH:36]=1)[C:14](=[O:33])[CH2:15][C:16]1[NH:21][C:20]2[CH:22]=[CH:23][C:24]([NH:26][S:27]([CH3:30])(=[O:29])=[O:28])=[CH:25][C:19]=2[S:18](=[O:32])(=[O:31])[N:17]=1)=O.[O-]CC.[Na+].Cl.CS(N)(=O)=O. Product: [F:41][C:38]1[CH:39]=[CH:40][C:35]([CH2:34][N:13]2[C:14](=[O:33])[C:15]([C:16]3[NH:21][C:20]4[CH:22]=[CH:23][C:24]([NH:26][S:27]([CH3:30])(=[O:29])=[O:28])=[CH:25][C:19]=4[S:18](=[O:32])(=[O:31])[N:17]=3)=[C:3]([OH:2])[CH:5]3[CH2:12][CH2:11][CH2:10][CH2:9][CH2:8][CH2:7][CH:6]23)=[CH:36][CH:37]=1. The catalyst class is: 8. (7) Reactant: [Cl:1][C:2]1[N:7]=[C:6]2[N:8]([CH2:11][C:12]3[CH:13]=[C:14]4[C:19](=[CH:20][CH:21]=3)[N+:18]([O-])=[CH:17][CH:16]=[CH:15]4)[N:9]=[N:10][C:5]2=[CH:4][CH:3]=1.C(=O)(O)[O-:24].[Na+]. Product: [Cl:1][C:2]1[N:7]=[C:6]2[N:8]([CH2:11][C:12]3[CH:13]=[C:14]4[C:19](=[CH:20][CH:21]=3)[NH:18][C:17](=[O:24])[CH:16]=[CH:15]4)[N:9]=[N:10][C:5]2=[CH:4][CH:3]=1. The catalyst class is: 3.